Predict the product of the given reaction. From a dataset of Forward reaction prediction with 1.9M reactions from USPTO patents (1976-2016). (1) The product is: [CH3:1][O:2][C:3]([C:5]1[CH:13]=[C:12]2[C:8]([CH:9]([CH3:14])[CH2:10][N:11]2[S:22]([C:20]2[CH:21]=[C:16]([Cl:15])[CH:17]=[CH:18][C:19]=2[O:26][CH3:27])(=[O:23])=[O:24])=[CH:7][CH:6]=1)=[O:4]. Given the reactants [CH3:1][O:2][C:3]([C:5]1[CH:13]=[C:12]2[C:8]([CH:9]([CH3:14])[CH2:10][NH:11]2)=[CH:7][CH:6]=1)=[O:4].[Cl:15][C:16]1[CH:17]=[CH:18][C:19]([O:26][CH3:27])=[C:20]([S:22](Cl)(=[O:24])=[O:23])[CH:21]=1, predict the reaction product. (2) Given the reactants [CH3:1][C:2]1[C:39]([CH3:40])=[CH:38][CH:37]=[CH:36][C:3]=1[O:4][C:5]1[C:14]2[C:13](=[O:15])[N:12]([CH2:16][C:17]3[CH:22]=[CH:21][C:20]([O:23][CH3:24])=[CH:19][CH:18]=3)C(=O)[N:10]([C:26]3[CH:31]=[CH:30][C:29]([I:32])=[CH:28][C:27]=3[F:33])[C:9]=2[N:8]([CH3:34])[C:7](=[O:35])[CH:6]=1.[OH-].[Li+].C(OCC)(=O)C, predict the reaction product. The product is: [CH3:1][C:2]1[C:39]([CH3:40])=[CH:38][CH:37]=[CH:36][C:3]=1[O:4][C:5]1[C:14]([C:13]([NH:12][CH2:16][C:17]2[CH:18]=[CH:19][C:20]([O:23][CH3:24])=[CH:21][CH:22]=2)=[O:15])=[C:9]([NH:10][C:26]2[CH:31]=[CH:30][C:29]([I:32])=[CH:28][C:27]=2[F:33])[N:8]([CH3:34])[C:7](=[O:35])[CH:6]=1. (3) The product is: [Cl:1][C:2]1[C:3]2[CH:10]=[C:9]([C:34]3[CH:33]=[C:32]([N:5]4[CH2:6][CH2:42][O:45][CH2:3][CH2:4]4)[CH:31]=[CH:30][CH:29]=3)[N:8]([S:12]([C:15]3[CH:20]=[CH:19][CH:18]=[CH:17][CH:16]=3)(=[O:14])=[O:13])[C:4]=2[N:5]=[CH:6][N:7]=1. Given the reactants [Cl:1][C:2]1[C:3]2[CH:10]=[C:9](I)[N:8]([S:12]([C:15]3[CH:20]=[CH:19][CH:18]=[CH:17][CH:16]=3)(=[O:14])=[O:13])[C:4]=2[N:5]=[CH:6][N:7]=1.CC1(C)C(C)(C)OB([C:29]2[CH:34]=[CH:33][C:32](C3COCCN3)=[CH:31][CH:30]=2)O1.[C:42]([O-:45])([O-])=O.[Na+].[Na+], predict the reaction product. (4) Given the reactants C([O:8][CH2:9][CH2:10][C:11]1[C:17]2[CH:18]=[CH:19][C:20]([O:22][CH3:23])=[CH:21][C:16]=2[CH2:15][CH2:14][CH2:13][C:12]=1[C:24]1[CH:29]=[CH:28][C:27]([O:30][CH3:31])=[CH:26][CH:25]=1)C1C=CC=CC=1, predict the reaction product. The product is: [CH3:23][O:22][C:20]1[CH:19]=[CH:18][C:17]2[CH:11]([CH2:10][CH2:9][OH:8])[CH:12]([C:24]3[CH:29]=[CH:28][C:27]([O:30][CH3:31])=[CH:26][CH:25]=3)[CH2:13][CH2:14][CH2:15][C:16]=2[CH:21]=1. (5) Given the reactants [Br:1][CH2:2][CH2:3][O:4][C:5]1[CH:12]=[CH:11][C:8]([CH:9]=[O:10])=[CH:7][C:6]=1[O:13][CH3:14].[N+:15]([O-])([OH:17])=[O:16], predict the reaction product. The product is: [Br:1][CH2:2][CH2:3][O:4][C:5]1[C:6]([O:13][CH3:14])=[CH:7][C:8]([CH:9]=[O:10])=[C:11]([N+:15]([O-:17])=[O:16])[CH:12]=1. (6) Given the reactants [NH:1]1[C:9]2[C:4](=[CH:5][C:6](B(O)O)=[CH:7][CH:8]=2)[CH:3]=[CH:2]1.Br[C:14]1[CH:19]=[CH:18][CH:17]=[CH:16][C:15]=1[S:20][CH3:21].C(=O)([O-])[O-].[Na+].[Na+], predict the reaction product. The product is: [CH3:21][S:20][C:15]1[CH:16]=[CH:17][CH:18]=[CH:19][C:14]=1[C:6]1[CH:5]=[C:4]2[C:9](=[CH:8][CH:7]=1)[NH:1][CH:2]=[CH:3]2.